Dataset: Peptide-MHC class I binding affinity with 185,985 pairs from IEDB/IMGT. Task: Regression. Given a peptide amino acid sequence and an MHC pseudo amino acid sequence, predict their binding affinity value. This is MHC class I binding data. (1) The peptide sequence is CFLWHVRKRF. The MHC is HLA-A26:01 with pseudo-sequence HLA-A26:01. The binding affinity (normalized) is 0. (2) The MHC is HLA-B27:05 with pseudo-sequence HLA-B27:05. The peptide sequence is SPRTLNAWV. The binding affinity (normalized) is 0.0847. (3) The peptide sequence is KVSWRWMVY. The MHC is HLA-B27:03 with pseudo-sequence HLA-B27:03. The binding affinity (normalized) is 0.0847. (4) The peptide sequence is YEPEMQAQV. The MHC is HLA-A02:12 with pseudo-sequence HLA-A02:12. The binding affinity (normalized) is 0.0847. (5) The peptide sequence is ILKGKFQTA. The MHC is HLA-A26:01 with pseudo-sequence HLA-A26:01. The binding affinity (normalized) is 0.0847.